Dataset: Aqueous solubility values for 9,982 compounds from the AqSolDB database. Task: Regression/Classification. Given a drug SMILES string, predict its absorption, distribution, metabolism, or excretion properties. Task type varies by dataset: regression for continuous measurements (e.g., permeability, clearance, half-life) or binary classification for categorical outcomes (e.g., BBB penetration, CYP inhibition). For this dataset (solubility_aqsoldb), we predict Y. (1) The compound is CC(=O)Nc1ccc(S(=O)(=O)c2ccc(N)cc2)cc1. The Y is -3.61 log mol/L. (2) The drug is [Cs+].[I-]. The Y is 0.411 log mol/L. (3) The molecule is CC(CC(=O)O)CC(C)(C)C(=O)O. The Y is -0.279 log mol/L. (4) The compound is CC(C)=CCC/C(C)=C/C=O. The Y is -2.41 log mol/L. (5) The molecule is COCC(C)OC(C)=O. The Y is 0.0830 log mol/L. (6) The compound is COC(=O)CCS. The Y is -0.758 log mol/L.